This data is from Reaction yield outcomes from USPTO patents with 853,638 reactions. The task is: Predict the reaction yield, written as a fraction of the theoretical maximum amount of product (1.0 means a 100% yield; for example, 0.34 means a 34% yield). The reactants are [Cl:1][C:2]1[CH:36]=[CH:35][C:5]([CH2:6][C:7]2[N:8]=[C:9]([C:29]3[CH:34]=[CH:33][N:32]=[CH:31][CH:30]=3)[S:10][C:11]=2[C:12]2[NH:13][CH:14]=[C:15]([CH2:17][N:18]3C(=O)C4C(=CC=CC=4)C3=O)[N:16]=2)=[CH:4][CH:3]=1.O.NN. The catalyst is CO. The product is [Cl:1][C:2]1[CH:3]=[CH:4][C:5]([CH2:6][C:7]2[N:8]=[C:9]([C:29]3[CH:34]=[CH:33][N:32]=[CH:31][CH:30]=3)[S:10][C:11]=2[C:12]2[NH:13][CH:14]=[C:15]([CH2:17][NH2:18])[N:16]=2)=[CH:35][CH:36]=1. The yield is 0.390.